The task is: Predict the reaction yield, written as a fraction of the theoretical maximum amount of product (1.0 means a 100% yield; for example, 0.34 means a 34% yield).. This data is from Reaction yield outcomes from USPTO patents with 853,638 reactions. The reactants are [H-].[Na+].[F:3][C:4]([F:21])([F:20])[C:5]1[N:10]=[CH:9][C:8]([O:11][C:12]2[CH:19]=[CH:18][C:15]([CH:16]=O)=[CH:14][CH:13]=2)=[CH:7][N:6]=1.[CH2:22]1COCC1. The catalyst is [Br-].C[P+](C1C=CC=CC=1)(C1C=CC=CC=1)C1C=CC=CC=1. The product is [CH:16]([C:15]1[CH:18]=[CH:19][C:12]([O:11][C:8]2[CH:7]=[N:6][C:5]([C:4]([F:21])([F:20])[F:3])=[N:10][CH:9]=2)=[CH:13][CH:14]=1)=[CH2:22]. The yield is 0.604.